Dataset: Reaction yield outcomes from USPTO patents with 853,638 reactions. Task: Predict the reaction yield, written as a fraction of the theoretical maximum amount of product (1.0 means a 100% yield; for example, 0.34 means a 34% yield). (1) The yield is 0.230. The reactants are [C:1]([O:7][CH2:8][N:9]1[C:13]2[N:14]=[N:15][CH:16]=[C:17](Cl)[C:12]=2[CH:11]=[CH:10]1)(=[O:6])[C:2]([CH3:5])([CH3:4])[CH3:3].[CH2:19]([O:21][CH:22]([N:24]1[CH:28]=[C:27](B2OC(C)(C)C(C)(C)O2)[CH:26]=[N:25]1)[CH3:23])[CH3:20].O.C([O-])([O-])=O.[K+].[K+]. The product is [C:1]([O:7][CH2:8][N:9]1[C:13]2[N:14]=[N:15][CH:16]=[C:17]([C:27]3[CH:26]=[N:25][N:24]([CH:22]([O:21][CH2:19][CH3:20])[CH3:23])[CH:28]=3)[C:12]=2[CH:11]=[CH:10]1)(=[O:6])[C:2]([CH3:5])([CH3:4])[CH3:3]. The catalyst is O1CCOCC1. (2) The reactants are [F:1][C:2]([F:19])([F:18])[C:3]1[CH:4]=[C:5]([C:9](=O)[CH2:10][C:11](=O)[C:12]([F:15])([F:14])[F:13])[CH:6]=[CH:7][CH:8]=1.[NH2:20][C:21]1[C:25]([C:26]#[N:27])=[C:24]([CH3:28])[NH:23][N:22]=1. No catalyst specified. The product is [CH3:28][C:24]1[C:25]([C:26]#[N:27])=[C:21]2[N:20]=[C:9]([C:5]3[CH:6]=[CH:7][CH:8]=[C:3]([C:2]([F:19])([F:18])[F:1])[CH:4]=3)[CH:10]=[C:11]([C:12]([F:15])([F:14])[F:13])[N:22]2[N:23]=1. The yield is 0.730. (3) The yield is 0.290. The product is [ClH:36].[F:26][C:27]1[CH:32]=[CH:31][C:30]([NH:33][C:34]([N:21]2[CH2:22][CH2:23][N:18]([C:11]3[C:12]4[C:17](=[CH:16][CH:15]=[CH:14][CH:13]=4)[C:8]([C:5]4[CH:4]=[CH:3][C:2]([F:1])=[CH:7][CH:6]=4)=[N:9][N:10]=3)[CH2:19][C@@H:20]2[CH2:24][OH:25])=[O:35])=[CH:29][CH:28]=1. The reactants are [F:1][C:2]1[CH:7]=[CH:6][C:5]([C:8]2[C:17]3[C:12](=[CH:13][CH:14]=[CH:15][CH:16]=3)[C:11]([N:18]3[CH2:23][CH2:22][NH:21][C@@H:20]([CH2:24][OH:25])[CH2:19]3)=[N:10][N:9]=2)=[CH:4][CH:3]=1.[F:26][C:27]1[CH:32]=[CH:31][C:30]([N:33]=[C:34]=[O:35])=[CH:29][CH:28]=1.[ClH:36]. The catalyst is C(Cl)Cl.CO. (4) The reactants are [C:1]([N:24]1[CH2:29][CH2:28][N:27](C(OC(C)(C)C)=O)[CH2:26][CH2:25]1)(=[O:23])[CH2:2][CH2:3][CH:4]=[CH:5][CH2:6][CH:7]=[CH:8][CH2:9][CH:10]=[CH:11][CH2:12][CH:13]=[CH:14][CH2:15][CH:16]=[CH:17][CH2:18][CH:19]=[CH:20][CH2:21][CH3:22].C(C(O)=O)(F)(F)F.C([O-])([O-])=O.[Na+].[Na+]. The catalyst is C(Cl)Cl. The product is [N:24]1([C:1](=[O:23])[CH2:2][CH2:3][CH:4]=[CH:5][CH2:6][CH:7]=[CH:8][CH2:9][CH:10]=[CH:11][CH2:12][CH:13]=[CH:14][CH2:15][CH:16]=[CH:17][CH2:18][CH:19]=[CH:20][CH2:21][CH3:22])[CH2:29][CH2:28][NH:27][CH2:26][CH2:25]1. The yield is 0.975. (5) The reactants are [C:1]1(=[O:10])[C:9]2[C:4](=[CH:5][CH:6]=[CH:7][CH:8]=2)[CH2:3][NH:2]1.Br[CH2:12][C:13]1[CH:18]=[CH:17][CH:16]=[CH:15][C:14]=1[Cl:19].C([O-])([O-])=O.[Cs+].[Cs+].C1OCCOCCOCCOCCOCCOC1. The catalyst is CC(C)=O.CCCCCC.C(OCC)(=O)C. The product is [Cl:19][C:14]1[CH:15]=[CH:16][CH:17]=[CH:18][C:13]=1[CH2:12][N:2]1[CH2:3][C:4]2[C:9](=[CH:8][CH:7]=[CH:6][CH:5]=2)[C:1]1=[O:10]. The yield is 0.270. (6) The yield is 1.00. The reactants are C(OC(=O)[NH:7][CH2:8][CH2:9][CH2:10][N:11]1[CH2:16][CH2:15][C:14]2[C:17]([C:38](=[O:40])[NH2:39])=[C:18]([NH:20][C:21](=[O:37])[NH:22][C:23]3[CH:28]=[CH:27][C:26](C(=O)C4C=CC=CC=4)=[CH:25][CH:24]=3)[S:19][C:13]=2[CH2:12]1)(C)(C)C.C(O)(C(F)(F)F)=O.C(Cl)[Cl:50]. The product is [NH2:7][CH2:8][CH2:9][CH2:10][N:11]1[CH2:16][CH2:15][C:14]2[C:17]([C:38]([NH2:39])=[O:40])=[C:18]([NH:20][C:21](=[O:37])[NH:22][C:23]3[CH:28]=[CH:27][C:26]([Cl:50])=[CH:25][CH:24]=3)[S:19][C:13]=2[CH2:12]1. No catalyst specified. (7) The reactants are [C:1](O)(=O)C.C(O)(=O)C.[CH2:9]([NH:16][CH2:17][CH2:18][NH:19][CH2:20][C:21]1[CH:26]=[CH:25][CH:24]=[CH:23][CH:22]=1)[C:10]1[CH:15]=[CH:14][CH:13]=[CH:12][CH:11]=1.[N+:27]([CH2:30][CH2:31]C1C=CC=CC=1)([O-:29])=[O:28].C=O.[C:40]1([CH3:46])[CH:45]=[CH:44][CH:43]=[CH:42][CH:41]=1.CO. No catalyst specified. The product is [CH2:9]([N:16]1[CH2:31][C:30]([CH2:46][C:40]2[CH:45]=[CH:44][CH:43]=[CH:42][CH:41]=2)([N+:27]([O-:29])=[O:28])[CH2:1][N:19]([CH2:20][C:21]2[CH:26]=[CH:25][CH:24]=[CH:23][CH:22]=2)[CH2:18][CH2:17]1)[C:10]1[CH:11]=[CH:12][CH:13]=[CH:14][CH:15]=1. The yield is 0.890. (8) The reactants are [CH3:1][N:2]1[CH2:7][CH2:6][O:5][C:4]2[CH:8]=[CH:9][CH:10]=[CH:11][C:3]1=2.[S:12]([Cl:16])(=O)(=[O:14])[OH:13]. No catalyst specified. The product is [CH3:1][N:2]1[CH2:7][CH2:6][O:5][C:4]2[CH:8]=[CH:9][C:10]([S:12]([Cl:16])(=[O:14])=[O:13])=[CH:11][C:3]1=2. The yield is 0.270. (9) The reactants are [CH2:1]([O:4][N:5]([C@H:18]1[CH2:23][N:22]([C:24]([O:26][C:27]([CH3:30])([CH3:29])[CH3:28])=[O:25])[C@H:21]([C:31]([OH:33])=O)[CH:20]=[C:19]1[CH3:34])[S:6]([C:9]1[CH:14]=[CH:13][CH:12]=[CH:11][C:10]=1[N+:15]([O-:17])=[O:16])(=[O:8])=[O:7])[CH:2]=[CH2:3].[Cl-].[NH4+].C[N:38](C(ON1N=NC2C=CC=NC1=2)=[N+](C)C)C.F[P-](F)(F)(F)(F)F.CCN(C(C)C)C(C)C. The catalyst is CN(C=O)C.C(OCC)(=O)C. The product is [CH2:1]([O:4][N:5]([C@H:18]1[CH2:23][N:22]([C:24]([O:26][C:27]([CH3:29])([CH3:30])[CH3:28])=[O:25])[C@H:21]([C:31](=[O:33])[NH2:38])[CH:20]=[C:19]1[CH3:34])[S:6]([C:9]1[CH:14]=[CH:13][CH:12]=[CH:11][C:10]=1[N+:15]([O-:17])=[O:16])(=[O:8])=[O:7])[CH:2]=[CH2:3]. The yield is 0.520.